From a dataset of HIV replication inhibition screening data with 41,000+ compounds from the AIDS Antiviral Screen. Binary Classification. Given a drug SMILES string, predict its activity (active/inactive) in a high-throughput screening assay against a specified biological target. (1) The drug is CCCc1cc(=O)oc2c3c(cc(OC(C)CC)c12)OC(C)C(C)C3=O. The result is 0 (inactive). (2) The drug is N#CCC(=O)N1CCCOCCC1. The result is 0 (inactive). (3) The compound is COCC12CC(CC1=O)C1C2ON2c3ccccc3C(=O)C12c1ccccc1. The result is 0 (inactive). (4) The compound is COC(=O)C(CCCCNC(=O)CNC(=O)OCc1ccccc1)NC(=O)C(CCCCNC(=O)CNC(=O)OCc1ccccc1)NC(=O)OCc1ccccc1. The result is 0 (inactive). (5) The drug is CC12CCC(C)(c3cc(O)c(O)cc31)c1cc(O)c(O)cc12. The result is 0 (inactive). (6) The compound is S=C(NN=Cc1cccc2ccccc12)Nc1c(Cl)cccc1Cl. The result is 0 (inactive). (7) The molecule is O=C1C(=Cc2ccccc2F)CCc2ccccc21. The result is 0 (inactive). (8) The molecule is O=[N+]([O-])c1ccc(C2ON=C(c3ccccc3)N2C23CC4CC(CC(C4)C2)C3)cc1. The result is 0 (inactive).